This data is from Catalyst prediction with 721,799 reactions and 888 catalyst types from USPTO. The task is: Predict which catalyst facilitates the given reaction. Reactant: [Cl:1][C:2]1[C:3]([O:30][CH3:31])=[CH:4][C:5]2[O:10][CH:9]([C:11]([N:13]3[CH2:18][CH2:17][C:16]([CH2:21][C:22]4[CH:27]=[CH:26][C:25]([F:28])=[CH:24][CH:23]=4)([C:19]#[N:20])[CH2:15][CH2:14]3)=[O:12])[CH2:8][NH:7][C:6]=2[CH:29]=1.C([O-])([O-])=O.[K+].[K+].[N:38]#[C:39]Br. Product: [Cl:1][C:2]1[C:3]([O:30][CH3:31])=[CH:4][C:5]2[O:10][CH:9]([C:11]([N:13]3[CH2:14][CH2:15][C:16]([C:19]#[N:20])([CH2:21][C:22]4[CH:23]=[CH:24][C:25]([F:28])=[CH:26][CH:27]=4)[CH2:17][CH2:18]3)=[O:12])[CH2:8][N:7]([C:39]#[N:38])[C:6]=2[CH:29]=1. The catalyst class is: 18.